Dataset: Full USPTO retrosynthesis dataset with 1.9M reactions from patents (1976-2016). Task: Predict the reactants needed to synthesize the given product. (1) The reactants are: I[C:2]1[C:10]2[C:5](=[N:6][CH:7]=[C:8]([C:11]3[CH:16]=[C:15]([O:17][CH3:18])[C:14]([O:19][CH3:20])=[C:13]([O:21][CH3:22])[CH:12]=3)[N:9]=2)[N:4]([Si](C(C)C)(C(C)C)C(C)C)[CH:3]=1.[CH3:33][O:34][CH:35]([CH3:40])[CH2:36][CH2:37][CH:38]=[O:39]. Given the product [CH3:33][O:34][CH:35]([CH3:40])[CH2:36][CH2:37][C:38]([C:2]1[C:10]2[C:5](=[N:6][CH:7]=[C:8]([C:11]3[CH:16]=[C:15]([O:17][CH3:18])[C:14]([O:19][CH3:20])=[C:13]([O:21][CH3:22])[CH:12]=3)[N:9]=2)[NH:4][CH:3]=1)=[O:39], predict the reactants needed to synthesize it. (2) Given the product [Si:12]([N:19]1[C:20](=[O:31])[C:21]([C:22]2[CH:27]=[CH:26][CH:25]=[C:24]([N+:28]([O-:30])=[O:29])[CH:23]=2)=[C:17]([Cl:16])[C:18]1=[O:32])([C:8]([CH3:11])([CH3:10])[CH3:9])([CH3:14])[CH3:13], predict the reactants needed to synthesize it. The reactants are: C(N(CC)CC)C.[C:8]([Si:12](Cl)([CH3:14])[CH3:13])([CH3:11])([CH3:10])[CH3:9].[Cl:16][C:17]1[C:18](=[O:32])[NH:19][C:20](=[O:31])[C:21]=1[C:22]1[CH:27]=[CH:26][CH:25]=[C:24]([N+:28]([O-:30])=[O:29])[CH:23]=1. (3) Given the product [NH:26]1[C:20]([CH2:19][CH2:18][C:16]2[N:17]=[C:12]([C:4]3[S:5][C:6]4[CH:11]=[CH:10][CH:9]=[CH:8][C:7]=4[C:2](=[O:1])[N:3]=3)[CH:13]=[CH:14][CH:15]=2)=[N:21][N:28]=[N:27]1, predict the reactants needed to synthesize it. The reactants are: [O:1]=[C:2]1[C:7]2[CH:8]=[CH:9][CH:10]=[CH:11][C:6]=2[S:5][C:4]([C:12]2[N:17]=[C:16]([CH2:18][CH2:19][C:20]#[N:21])[CH:15]=[CH:14][CH:13]=2)=[N:3]1.C[Si]([N:26]=[N+:27]=[N-:28])(C)C.C([Sn](=O)CCCC)CCC. (4) The reactants are: Cl.[Cl:2][C:3]1[CH:4]=[C:5]2[C:11]([CH2:12][CH2:13][NH2:14])=[CH:10][NH:9][C:6]2=[N:7][CH:8]=1.[F:15][C:16]1[CH:17]=[C:18]([CH:29]=[CH:30]C=1)CC1C=CC(C(O)=O)=CC=1.CN(C([O:39][N:40]1N=N[C:42]2[CH:43]=[CH:44][CH:45]=N[C:41]1=2)=[N+](C)C)C.[F:49][P-](F)(F)(F)(F)F.C(N(CC)C(C)C)(C)C.CN([CH:68]=[O:69])C. Given the product [Cl:2][C:3]1[CH:4]=[C:5]2[C:11]([CH2:12][CH2:13][NH:14][C:68]([C:41]3[CH:42]=[C:43]([CH2:44][C:45]4[CH:30]=[C:29]([F:49])[CH:18]=[CH:17][C:16]=4[F:15])[O:39][N:40]=3)=[O:69])=[CH:10][NH:9][C:6]2=[N:7][CH:8]=1, predict the reactants needed to synthesize it. (5) Given the product [F:24][C:2]([F:1])([F:23])[C:3]([N:5]1[CH2:11][CH:10]([CH3:12])[C:9]2[CH:13]=[CH:14][C:15]([C:17]3[N:18]([CH3:22])[N:19]=[CH:20][C:21]=3[Br:25])=[CH:16][C:8]=2[CH2:7][CH2:6]1)=[O:4], predict the reactants needed to synthesize it. The reactants are: [F:1][C:2]([F:24])([F:23])[C:3]([N:5]1[CH2:11][CH:10]([CH3:12])[C:9]2[CH:13]=[CH:14][C:15]([C:17]3[N:18]([CH3:22])[N:19]=[CH:20][CH:21]=3)=[CH:16][C:8]=2[CH2:7][CH2:6]1)=[O:4].[Br:25]N1C(=O)CCC1=O.